This data is from Reaction yield outcomes from USPTO patents with 853,638 reactions. The task is: Predict the reaction yield, written as a fraction of the theoretical maximum amount of product (1.0 means a 100% yield; for example, 0.34 means a 34% yield). (1) The reactants are [NH2:1][C:2]1[C:3]([F:12])=[C:4]([CH:9]=[CH:10][CH:11]=1)[C:5]([O:7][CH3:8])=[O:6].N1C=CC=CC=1.[F:19][C:20]1[CH:25]=[CH:24][CH:23]=[C:22]([F:26])[C:21]=1[S:27](Cl)(=[O:29])=[O:28]. The catalyst is C(Cl)Cl. The product is [F:19][C:20]1[CH:25]=[CH:24][CH:23]=[C:22]([F:26])[C:21]=1[S:27]([NH:1][C:2]1[C:3]([F:12])=[C:4]([CH:9]=[CH:10][CH:11]=1)[C:5]([O:7][CH3:8])=[O:6])(=[O:29])=[O:28]. The yield is 0.870. (2) The reactants are [F:1][C:2]1[CH:18]=[CH:17][C:5]([C:6]([N:8]2[CH2:13][CH2:12][CH2:11][CH:10]([C:14]([OH:16])=O)[CH2:9]2)=[O:7])=[CH:4][CH:3]=1.[C:19]([O:23][C:24]([NH:26][NH2:27])=[O:25])([CH3:22])([CH3:21])[CH3:20].C1C=CC2N(O)N=NC=2C=1.CCN=C=NCCCN(C)C.Cl. The catalyst is C(Cl)Cl. The product is [C:19]([O:23][C:24]([NH:26][NH:27][C:14]([CH:10]1[CH2:11][CH2:12][CH2:13][N:8]([C:6](=[O:7])[C:5]2[CH:4]=[CH:3][C:2]([F:1])=[CH:18][CH:17]=2)[CH2:9]1)=[O:16])=[O:25])([CH3:22])([CH3:21])[CH3:20]. The yield is 0.730. (3) The reactants are [OH:1][C:2]1[N:6]([CH:7]([CH3:9])[CH3:8])[N:5]=[C:4]([C:10]([O:12][CH3:13])=[O:11])[CH:3]=1.C(=O)([O-])[O-].[K+].[K+].Cl.Cl[CH2:22][C:23]1[CH:32]=[CH:31][C:30]2[C:25](=[CH:26][CH:27]=[CH:28][CH:29]=2)[N:24]=1.CN(C)C=O. The catalyst is O. The product is [CH:7]([N:6]1[C:2]([O:1][CH2:22][C:23]2[CH:32]=[CH:31][C:30]3[C:25](=[CH:26][CH:27]=[CH:28][CH:29]=3)[N:24]=2)=[CH:3][C:4]([C:10]([O:12][CH3:13])=[O:11])=[N:5]1)([CH3:8])[CH3:9]. The yield is 0.790. (4) The reactants are CC1(C)C(C)(C)OB([C:9]2[CH2:14][CH2:13][N:12]([C:15]([O:17][C:18]([CH3:21])([CH3:20])[CH3:19])=[O:16])[CH2:11][CH:10]=2)O1.C(COC)OC.[CH2:29]([O:36][C:37]1[CH:42]=[CH:41][C:40](Br)=[CH:39][CH:38]=1)[C:30]1[CH:35]=[CH:34][CH:33]=[CH:32][CH:31]=1.C(=O)([O-])[O-].[Na+].[Na+]. The catalyst is Cl[Pd](Cl)([P](C1C=CC=CC=1)(C1C=CC=CC=1)C1C=CC=CC=1)[P](C1C=CC=CC=1)(C1C=CC=CC=1)C1C=CC=CC=1.O. The product is [CH2:29]([O:36][C:37]1[CH:42]=[CH:41][C:40]([C:9]2[CH2:14][CH2:13][N:12]([C:15]([O:17][C:18]([CH3:19])([CH3:20])[CH3:21])=[O:16])[CH2:11][CH:10]=2)=[CH:39][CH:38]=1)[C:30]1[CH:35]=[CH:34][CH:33]=[CH:32][CH:31]=1. The yield is 0.820. (5) The reactants are [C:1]1([OH:11])[C:10]2[C:5](=[CH:6][CH:7]=[CH:8][CH:9]=2)[CH:4]=[CH:3][CH:2]=1.[O:12]=[P:13](Cl)([Cl:15])[Cl:14].C(N(CC)CC)C. The catalyst is CC(OC)(C)C. The product is [P:13]([Cl:15])([Cl:14])(=[O:12])[O:11][C:1]1[C:10]2[C:5](=[CH:6][CH:7]=[CH:8][CH:9]=2)[CH:4]=[CH:3][CH:2]=1. The yield is 0.863.